From a dataset of Reaction yield outcomes from USPTO patents with 853,638 reactions. Predict the reaction yield, written as a fraction of the theoretical maximum amount of product (1.0 means a 100% yield; for example, 0.34 means a 34% yield). (1) The reactants are [O:1]1[C:5]2[CH:6]=[CH:7][C:8]([C:10]3([C:13]([NH:15][C:16]4[CH:21]=[CH:20][C:19]([CH2:22]O)=[C:18]([Br:24])[CH:17]=4)=[O:14])[CH2:12][CH2:11]3)=[CH:9][C:4]=2[O:3][CH2:2]1.CS(Cl)(=O)=O.[CH:30]([N:33](CC)C(C)C)(C)C.[C-]#N.[K+]. The catalyst is C(#N)C.ClCCl. The product is [O:1]1[C:5]2[CH:6]=[CH:7][C:8]([C:10]3([C:13]([NH:15][C:16]4[CH:21]=[CH:20][C:19]([CH2:22][C:30]#[N:33])=[C:18]([Br:24])[CH:17]=4)=[O:14])[CH2:12][CH2:11]3)=[CH:9][C:4]=2[O:3][CH2:2]1. The yield is 0.460. (2) The reactants are [CH:1]([N:4]([S:17]([C:20]1[S:21][CH:22]=[CH:23][CH:24]=1)(=[O:19])=[O:18])[C:5]1[CH:6]=[CH:7][CH:8]=[C:9]2[C:13]=1[NH:12][C:11]([C:14]([NH2:16])=O)=[CH:10]2)([CH3:3])[CH3:2].COC1C=CC(P2(SP(C3C=CC(OC)=CC=3)(=S)S2)=[S:34])=CC=1. The catalyst is O1CCCC1. The product is [CH:1]([N:4]([S:17]([C:20]1[S:21][CH:22]=[CH:23][CH:24]=1)(=[O:19])=[O:18])[C:5]1[CH:6]=[CH:7][CH:8]=[C:9]2[C:13]=1[NH:12][C:11]([C:14](=[S:34])[NH2:16])=[CH:10]2)([CH3:3])[CH3:2]. The yield is 0.440. (3) The reactants are C([O:5][C:6](=[O:56])[C@@H:7]([NH:12][C:13](=[O:55])[C@@H:14]([NH:42][C:43](=[O:54])[C:44]1[CH:49]=[CH:48][C:47]([C:50]([CH3:53])([CH3:52])[CH3:51])=[CH:46][CH:45]=1)[CH2:15][C:16]1[CH:21]=[CH:20][C:19]([C:22]2[N:27]=[CH:26][C:25]([C:28]3[CH:33]=[CH:32][C:31]([O:34][CH2:35][CH2:36][CH2:37][CH2:38][CH2:39][CH2:40][CH3:41])=[CH:30][CH:29]=3)=[CH:24][N:23]=2)=[CH:18][CH:17]=1)[CH2:8][C:9]([OH:11])=O)(C)(C)C.CN.C[CH2:60][N:61](C(C)C)C(C)C.CN(C(ON1N=NC2C=CC=NC1=2)=[N+](C)C)C.F[P-](F)(F)(F)(F)F. The catalyst is CN(C=O)C.O. The product is [C:50]([C:47]1[CH:48]=[CH:49][C:44]([C:43]([NH:42][C@@H:14]([CH2:15][C:16]2[CH:21]=[CH:20][C:19]([C:22]3[N:27]=[CH:26][C:25]([C:28]4[CH:33]=[CH:32][C:31]([O:34][CH2:35][CH2:36][CH2:37][CH2:38][CH2:39][CH2:40][CH3:41])=[CH:30][CH:29]=4)=[CH:24][N:23]=3)=[CH:18][CH:17]=2)[C:13]([NH:12][C@H:7]([C:6]([OH:5])=[O:56])[CH2:8][C:9](=[O:11])[NH:61][CH3:60])=[O:55])=[O:54])=[CH:45][CH:46]=1)([CH3:53])([CH3:52])[CH3:51]. The yield is 0.250. (4) The catalyst is C([O-])(=O)C.C([O-])(=O)C.[Pd+2].CN(C=O)C. The yield is 0.600. The product is [Cl:1][C:2]1[CH:7]=[CH:6][C:5]2[O:8][CH:9]=[C:10]([CH2:11][CH3:12])[C:4]=2[CH:3]=1. The reactants are [Cl:1][C:2]1[CH:7]=[CH:6][C:5]([O:8][CH2:9][CH:10]=[CH:11][CH3:12])=[C:4](I)[CH:3]=1.C(=O)([O-])[O-].[Na+].[Na+].C([O-])=O.[Na+].[Cl-].C([NH3+])CCC. (5) The reactants are Cl[C:2]1[N:7]=[CH:6][C:5]([O:8][C:9]2[CH:10]=[C:11]([N:15]([CH3:17])[CH3:16])[CH:12]=[CH:13][CH:14]=2)=[CH:4][CH:3]=1.[CH3:18][O:19][C:20]1[CH:25]=[CH:24][CH:23]=[C:22]([NH2:26])[CH:21]=1.C1(P(C2C=CC=CC=2)C2C3OC4C(=CC=CC=4P(C4C=CC=CC=4)C4C=CC=CC=4)C(C)(C)C=3C=CC=2)C=CC=CC=1.C(=O)([O-])[O-].[Cs+].[Cs+]. The catalyst is O1CCOCC1.C(OCC)(=O)C. The product is [CH3:16][N:15]([CH3:17])[C:11]1[CH:10]=[C:9]([CH:14]=[CH:13][CH:12]=1)[O:8][C:5]1[CH:4]=[CH:3][C:2]([NH:26][C:22]2[CH:23]=[CH:24][CH:25]=[C:20]([O:19][CH3:18])[CH:21]=2)=[N:7][CH:6]=1. The yield is 0.120. (6) The reactants are [BH4-].[Na+].[O:3]=[C:4]1[CH2:18][C@@H:7]2[CH2:8][N:9]([C:11]([O:13][C:14]([CH3:17])([CH3:16])[CH3:15])=[O:12])[CH2:10][C@@H:6]2[CH2:5]1. The catalyst is CO. The product is [OH:3][CH:4]1[CH2:18][C@@H:7]2[CH2:8][N:9]([C:11]([O:13][C:14]([CH3:16])([CH3:15])[CH3:17])=[O:12])[CH2:10][C@@H:6]2[CH2:5]1. The yield is 0.980. (7) The reactants are Cl.C(O[CH2:6][CH2:7][C@@H:8]([C:10]([OH:12])=O)[NH2:9])(=O)C.[C:13](=[O:16])([O-])O.[Na+].ClC(O[CH2:22][C:23]1[CH:28]=[CH:27][CH:26]=[CH:25][CH:24]=1)=O.C(=O)([O-])[O-].[Na+].[Na+].C(N(CC)CC)C.C(Cl)(=O)C(C)(C)C.[NH2:49][C:50]1[CH:57]=[CH:56][C:53]([C:54]#[N:55])=[CH:52][CH:51]=1.Cl.S(Cl)(C)(=O)=O.[OH-:64].[Na+]. The catalyst is O. The product is [CH2:22]([O:64][C:13]([C:8]1([NH2:9])[CH2:7][CH2:6][N:49]([C:50]2[CH:57]=[CH:56][C:53]([C:54]#[N:55])=[CH:52][CH:51]=2)[C:10]1=[O:12])=[O:16])[C:23]1[CH:28]=[CH:27][CH:26]=[CH:25][CH:24]=1. The yield is 0.440. (8) The reactants are [CH3:1][C:2]1[O:6][C:5]([CH2:7][C:8]([OH:10])=O)=[CH:4][CH:3]=1.CN(C)CCCN=C=NCC.ON1C2N=CC=CC=2N=N1.[F:32][C:33]1[CH:39]=[CH:38][C:36]([NH2:37])=[CH:35][CH:34]=1. The product is [F:32][C:33]1[CH:39]=[CH:38][C:36]([NH:37][C:8](=[O:10])[CH2:7][C:5]2[O:6][C:2]([CH3:1])=[CH:3][CH:4]=2)=[CH:35][CH:34]=1. The catalyst is CC#N.CN(C=O)C.CCOC(C)=O. The yield is 0.950. (9) The reactants are [CH3:1][N:2]([CH2:45][CH2:46][N:47]1[CH2:51][CH2:50][CH2:49][C@H:48]1[C:52](O)=[O:53])[C:3](=[O:44])[C:4]1[CH:9]=[CH:8][CH:7]=[C:6]([C:10](=[O:43])[NH:11][C:12]2[CH:17]=[CH:16][C:15]([N:18]3[CH2:23][CH2:22][CH2:21][CH2:20][CH2:19]3)=[CH:14][C:13]=2[C:24]2[CH:29]=[C:28]([C:30](=[O:42])[NH:31][C@@H:32]3[C:41]4[C:36](=[CH:37][CH:38]=[CH:39][CH:40]=4)[CH2:35][CH2:34][CH2:33]3)[CH:27]=[CH:26][N:25]=2)[CH:5]=1.[CH3:55][NH:56][CH2:57][CH2:58][O:59][CH2:60][CH2:61][O:62][CH2:63][CH2:64][O:65][CH2:66][CH2:67][C:68]([O:70][C:71]([CH3:74])([CH3:73])[CH3:72])=[O:69].CCN(C(C)C)C(C)C.CN(C(ON1N=NC2C=CC=NC1=2)=[N+](C)C)C.F[P-](F)(F)(F)(F)F. The catalyst is CN(C=O)C.C(OCC)(=O)C. The product is [CH3:55][N:56]([CH2:57][CH2:58][O:59][CH2:60][CH2:61][O:62][CH2:63][CH2:64][O:65][CH2:66][CH2:67][C:68]([O:70][C:71]([CH3:74])([CH3:73])[CH3:72])=[O:69])[C:52]([C@@H:48]1[CH2:49][CH2:50][CH2:51][N:47]1[CH2:46][CH2:45][N:2]([CH3:1])[C:3](=[O:44])[C:4]1[CH:9]=[CH:8][CH:7]=[C:6]([C:10](=[O:43])[NH:11][C:12]2[CH:17]=[CH:16][C:15]([N:18]3[CH2:19][CH2:20][CH2:21][CH2:22][CH2:23]3)=[CH:14][C:13]=2[C:24]2[CH:29]=[C:28]([C:30](=[O:42])[NH:31][C@@H:32]3[C:41]4[C:36](=[CH:37][CH:38]=[CH:39][CH:40]=4)[CH2:35][CH2:34][CH2:33]3)[CH:27]=[CH:26][N:25]=2)[CH:5]=1)=[O:53]. The yield is 0.370.